This data is from Full USPTO retrosynthesis dataset with 1.9M reactions from patents (1976-2016). The task is: Predict the reactants needed to synthesize the given product. (1) Given the product [C:38]([O:37][C:36](=[O:42])[NH:35][CH2:34][CH:30]1[CH2:31][CH2:32][CH2:33][N:28]([C:2]2[N:3]=[C:4]([N:14]3[C:18]4[CH:19]=[CH:20][CH:21]=[C:22]([O:23][CH3:24])[C:17]=4[N:16]=[C:15]3[CH:25]([F:27])[F:26])[N:5]=[C:6]([N:8]3[CH2:9][CH2:10][O:11][CH2:12][CH2:13]3)[N:7]=2)[CH2:29]1)([CH3:41])([CH3:39])[CH3:40], predict the reactants needed to synthesize it. The reactants are: Cl[C:2]1[N:7]=[C:6]([N:8]2[CH2:13][CH2:12][O:11][CH2:10][CH2:9]2)[N:5]=[C:4]([N:14]2[C:18]3[CH:19]=[CH:20][CH:21]=[C:22]([O:23][CH3:24])[C:17]=3[N:16]=[C:15]2[CH:25]([F:27])[F:26])[N:3]=1.[NH:28]1[CH2:33][CH2:32][CH2:31][CH:30]([CH2:34][NH:35][C:36](=[O:42])[O:37][C:38]([CH3:41])([CH3:40])[CH3:39])[CH2:29]1. (2) Given the product [NH2:13][C:12]1[C:11](=[N:10][NH:9][C:5]2[CH:4]=[CH:3][CH:8]=[C:7]([O:30][CH3:16])[CH:6]=2)[C:14]([NH2:15])=[N:32][N:31]=1, predict the reactants needed to synthesize it. The reactants are: CO[C:3]1[CH:4]=[C:5]([NH:9][N:10]=[C:11]([C:14]#[N:15])[C:12]#[N:13])[CH:6]=[CH:7][CH:8]=1.[CH3:16]OC1C=CC=C(N)C=1.C(#N)CC#N.[OH2:30].[NH2:31][NH2:32]. (3) Given the product [Cl:1][C:2]1[CH:3]=[CH:4][C:5]2[O:9][CH:8]([C:10]([N:46]3[CH2:45][CH2:44][N:43]([C:49]([O:51][C:52]([CH3:55])([CH3:54])[CH3:53])=[O:50])[CH2:48][CH2:47]3)=[O:12])[CH2:7][C:6]=2[CH:13]=1, predict the reactants needed to synthesize it. The reactants are: [Cl:1][C:2]1[CH:3]=[CH:4][C:5]2[O:9][CH:8]([C:10]([OH:12])=O)[CH2:7][C:6]=2[CH:13]=1.CCN=C=NCCCN(C)C.Cl.C1C=CC2N(O)N=NC=2C=1.C(N(CC)CC)C.[N:43]1([C:49]([O:51][C:52]([CH3:55])([CH3:54])[CH3:53])=[O:50])[CH2:48][CH2:47][NH:46][CH2:45][CH2:44]1.